This data is from Plasma protein binding rate (PPBR) regression data from AstraZeneca. The task is: Regression/Classification. Given a drug SMILES string, predict its absorption, distribution, metabolism, or excretion properties. Task type varies by dataset: regression for continuous measurements (e.g., permeability, clearance, half-life) or binary classification for categorical outcomes (e.g., BBB penetration, CYP inhibition). For this dataset (ppbr_az), we predict Y. (1) The molecule is O=C(O)COc1ccc(Cl)cc1CN1CCN(S(=O)(=O)c2ccccc2)CC1. The Y is 96.2 %. (2) The drug is CCn1nc(C)c(C(=O)N[C@@H](C)C(C)(C)C)c1NS(=O)(=O)c1ccc(C)cc1. The Y is 98.4 %. (3) The molecule is CC(C)NC[C@@H](O)COc1cccc2ccccc12. The Y is 82.4 %.